Dataset: Peptide-MHC class II binding affinity with 134,281 pairs from IEDB. Task: Regression. Given a peptide amino acid sequence and an MHC pseudo amino acid sequence, predict their binding affinity value. This is MHC class II binding data. (1) The peptide sequence is SNFLRGKLKLYTGEA. The MHC is DRB1_0301 with pseudo-sequence DRB1_0301. The binding affinity (normalized) is 0.153. (2) The peptide sequence is KGNKTCGFVDERGLY. The MHC is HLA-DQA10501-DQB10301 with pseudo-sequence HLA-DQA10501-DQB10301. The binding affinity (normalized) is 0.144. (3) The peptide sequence is GELQIVDKRDAAFKI. The MHC is DRB1_1201 with pseudo-sequence DRB1_1201. The binding affinity (normalized) is 0.319. (4) The peptide sequence is KGSNPNYLALLVKYV. The MHC is DRB1_1201 with pseudo-sequence DRB1_1201. The binding affinity (normalized) is 0.566. (5) The peptide sequence is AKDVIPEGWKADTAY. The MHC is HLA-DPA10201-DPB10101 with pseudo-sequence HLA-DPA10201-DPB10101. The binding affinity (normalized) is 0.138. (6) The peptide sequence is IVYIKPAKNIYSFNE. The MHC is DRB1_0301 with pseudo-sequence DRB1_0301. The binding affinity (normalized) is 0.425.